Dataset: Full USPTO retrosynthesis dataset with 1.9M reactions from patents (1976-2016). Task: Predict the reactants needed to synthesize the given product. (1) Given the product [NH2:14][CH2:13][CH:6]([CH2:7][CH:8]([CH3:12])[CH2:9][CH2:10][CH3:11])[CH2:5][C:4]([OH:15])=[O:3], predict the reactants needed to synthesize it. The reactants are: C([O:3][C:4](=[O:15])[CH2:5][C@@H:6]([C:13]#[N:14])[CH2:7][C@H:8]([CH3:12])[CH2:9][CH2:10][CH3:11])C.Cl[O-].[Na+].O.[Na+].C([C@@H](C[C@H](C)CCC)CC([O-])=O)#N. (2) Given the product [CH2:1]=[CH:2][C:3](=[CH2:4])[CH3:5].[C:8](#[N:9])[CH:7]=[CH2:10], predict the reactants needed to synthesize it. The reactants are: [CH2:1]=[CH:2][C:3](=[CH2:5])[CH3:4].Cl[CH:7]([CH3:10])[C:8]#[N:9]. (3) The reactants are: [CH3:1][C:2]1[N:3]=[C:4]2[CH:9]=[CH:8][CH:7]=[CH:6][N:5]2[CH:10]=1.[CH2:11]([CH:13]([C:16]1[C:17]2[N:18]([C:23](I)=[C:24]([CH3:26])[N:25]=2)[N:19]=[C:20]([CH3:22])[CH:21]=1)[CH2:14][CH3:15])[CH3:12]. Given the product [CH2:11]([CH:13]([C:16]1[C:17]2[N:18]([C:23]([C:10]3[N:5]4[CH:6]=[CH:7][CH:8]=[CH:9][C:4]4=[N:3][C:2]=3[CH3:1])=[C:24]([CH3:26])[N:25]=2)[N:19]=[C:20]([CH3:22])[CH:21]=1)[CH2:14][CH3:15])[CH3:12], predict the reactants needed to synthesize it.